Dataset: Serine/threonine kinase 33 screen with 319,792 compounds. Task: Binary Classification. Given a drug SMILES string, predict its activity (active/inactive) in a high-throughput screening assay against a specified biological target. (1) The drug is Brc1sc(c2[nH]nc(c2)C(=O)N\N=C(/c2occc2)C)cc1. The result is 0 (inactive). (2) The compound is O(C=1C(=O)C(/C=C([N+]([O-])=O)C1)=C/NNC(=O)c1ccc(nc1)C)C. The result is 0 (inactive). (3) The molecule is O1C(CCC1)CNCC(=O)NCCc1cc(OC)c(OC)cc1. The result is 0 (inactive). (4) The molecule is O=C(/C=C\c1c(n(nc1)C)C)c1ccc(O)cc1. The result is 1 (active). (5) The molecule is O=C(NCCc1n(c2c(n1)cccc2)CC(=O)c1ccccc1)C(C)(C)C. The result is 0 (inactive). (6) The compound is Clc1c(CSc2n(c3c(n(c(=O)[nH]c3=O)C)n2)CCOC)cccc1. The result is 0 (inactive).